From a dataset of Reaction yield outcomes from USPTO patents with 853,638 reactions. Predict the reaction yield, written as a fraction of the theoretical maximum amount of product (1.0 means a 100% yield; for example, 0.34 means a 34% yield). (1) The reactants are [NH:1]=[C:2]([C:4]1[CH:9]=[CH:8][CH:7]=[CH:6][C:5]=1[OH:10])[CH3:3].C(=O)([O-])[O-].[K+].[K+].ClN1C(=O)CCC1=O. The catalyst is O1CCCC1. The product is [CH3:3][C:2]1[C:4]2[CH:9]=[CH:8][CH:7]=[CH:6][C:5]=2[O:10][N:1]=1. The yield is 0.610. (2) The reactants are [F:1][C:2]([F:10])([F:9])[C:3]1([C:6](O)=[O:7])[CH2:5][CH2:4]1.[H-].[Al+3].[Li+].[H-].[H-].[H-].O1CCCC1.[CH3:22][C:23]1[CH:28]=[CH:27][C:26]([S:29](Cl)(=[O:31])=[O:30])=[CH:25][CH:24]=1.C(N(CC)CC)C. The catalyst is C(OCC)C.CN(C)C1C=CN=CC=1.C(Cl)Cl. The product is [F:1][C:2]([F:10])([F:9])[C:3]1([CH2:6][O:7][S:29]([C:26]2[CH:27]=[CH:28][C:23]([CH3:22])=[CH:24][CH:25]=2)(=[O:31])=[O:30])[CH2:5][CH2:4]1. The yield is 0.608. (3) The reactants are [CH3:1][C:2]1[CH:21]=[CH:20][C:5]2[N:6]3[C:17]([C:18]#[N:19])=[CH:16][CH:15]=[C:7]3[C:8]3([CH2:14][CH2:13][NH:12][CH2:11][CH2:10]3)[O:9][C:4]=2[CH:3]=1.C(N(CC)CC)C.[F:29][C:30]([F:41])([F:40])[C:31](O[C:31](=[O:32])[C:30]([F:41])([F:40])[F:29])=[O:32]. The catalyst is ClCCl. The product is [CH3:1][C:2]1[CH:21]=[CH:20][C:5]2[N:6]3[C:17]([C:18]#[N:19])=[CH:16][CH:15]=[C:7]3[C:8]3([CH2:10][CH2:11][N:12]([C:31](=[O:32])[C:30]([F:41])([F:40])[F:29])[CH2:13][CH2:14]3)[O:9][C:4]=2[CH:3]=1. The yield is 0.740. (4) The yield is 0.450. No catalyst specified. The reactants are C1(NC(N)=S)C=CC=CC=1.[Br:11][C:12]1[CH:17]=[CH:16][CH:15]=[CH:14][C:13]=1[NH:18][C:19]([NH:21][C:22]1[CH:27]=[CH:26][C:25]([Cl:28])=[C:24]([S:29]([NH:32][CH:33]2[CH2:37][CH2:36][O:35][NH:34]2)(=[O:31])=[O:30])[C:23]=1[OH:38])=[S:20].[Si:39](Cl)([C:42]([CH3:45])([CH3:44])[CH3:43])([CH3:41])[CH3:40].N1C=CN=C1. The product is [Br:11][C:12]1[CH:17]=[CH:16][CH:15]=[CH:14][C:13]=1[NH:18][C:19]([NH:21][C:22]1[CH:27]=[CH:26][C:25]([Cl:28])=[C:24]([S:29]([NH:32][CH:33]2[CH2:37][CH2:36][O:35][NH:34]2)(=[O:31])=[O:30])[C:23]=1[O:38][Si:39]([C:42]([CH3:45])([CH3:44])[CH3:43])([CH3:41])[CH3:40])=[S:20]. (5) The reactants are [CH3:1][C:2]1[O:6][C:5]([C:7]2[CH:12]=[CH:11][CH:10]=[CH:9][CH:8]=2)=[N:4][C:3]=1[CH2:13][CH2:14][C:15]1[S:16][CH:17]=[C:18]([CH2:20][O:21][C:22]2[CH:23]=[C:24]([CH2:28][C:29]([O:31]C)=[O:30])[CH:25]=[CH:26][CH:27]=2)[N:19]=1.O1CCCC1.[OH-].[Na+].Cl. The catalyst is O.CO. The product is [CH3:1][C:2]1[O:6][C:5]([C:7]2[CH:8]=[CH:9][CH:10]=[CH:11][CH:12]=2)=[N:4][C:3]=1[CH2:13][CH2:14][C:15]1[S:16][CH:17]=[C:18]([CH2:20][O:21][C:22]2[CH:23]=[C:24]([CH2:28][C:29]([OH:31])=[O:30])[CH:25]=[CH:26][CH:27]=2)[N:19]=1. The yield is 0.770. (6) The reactants are [O:1]=[C:2]1[C:10]2([C:14]3=[CH:15][C:16]4[O:20][CH2:19][O:18][C:17]=4[CH:21]=[C:13]3[O:12][CH2:11]2)[C:9]2[C:4](=[CH:5][CH:6]=[CH:7][CH:8]=2)[N:3]1[CH2:22][CH2:23][CH2:24][N:25]1C(=O)C2C(=CC=CC=2)C1=O.O.NN. The catalyst is C(O)C. The product is [NH2:25][CH2:24][CH2:23][CH2:22][N:3]1[C:4]2[C:9](=[CH:8][CH:7]=[CH:6][CH:5]=2)[C:10]2([C:14]3=[CH:15][C:16]4[O:20][CH2:19][O:18][C:17]=4[CH:21]=[C:13]3[O:12][CH2:11]2)[C:2]1=[O:1]. The yield is 0.750. (7) The reactants are [C:1]1([CH:8]=[CH:7][CH:6]=[C:4]([OH:5])[CH:3]=1)O.[BrH:9].C(O)(=[O:12])C.[C:14]([CH:17]1[CH2:22][CH2:21]O[C:18]1=[O:19])(=O)[CH3:15]. The yield is 0.850. The catalyst is O. The product is [Br:9][CH2:21][CH2:22][C:17]1[C:18](=[O:19])[O:5][C:4]2[C:6]([C:14]=1[CH3:15])=[CH:7][C:8]([OH:12])=[CH:1][CH:3]=2.